Dataset: Forward reaction prediction with 1.9M reactions from USPTO patents (1976-2016). Task: Predict the product of the given reaction. (1) Given the reactants F[C:2]1[N:7]=[C:6]([NH2:8])[CH:5]=[CH:4][CH:3]=1.[CH3:9][CH:10]1[CH2:15][CH2:14][CH2:13][CH2:12][NH:11]1, predict the reaction product. The product is: [CH3:9][CH:10]1[CH2:15][CH2:14][CH2:13][CH2:12][N:11]1[C:2]1[N:7]=[C:6]([NH2:8])[CH:5]=[CH:4][CH:3]=1. (2) Given the reactants [CH2:1](N(CC)CC)C.[C:8]([O:12][C:13]([N:15]1[CH2:20][CH:19]([CH3:21])[NH:18][CH2:17][CH:16]1C)=[O:14])([CH3:11])([CH3:10])[CH3:9].[F:23][C:24]([F:35])([F:34])[C:25]1[CH:33]=[CH:32][CH:31]=[CH:30][C:26]=1[C:27](Cl)=[O:28], predict the reaction product. The product is: [C:8]([O:12][C:13]([N:15]1[CH2:16][CH:17]([CH3:1])[N:18]([C:27](=[O:28])[C:26]2[CH:30]=[CH:31][CH:32]=[CH:33][C:25]=2[C:24]([F:35])([F:34])[F:23])[CH:19]([CH3:21])[CH2:20]1)=[O:14])([CH3:9])([CH3:10])[CH3:11]. (3) Given the reactants Br[CH2:2][CH2:3][CH2:4][CH2:5][CH2:6][CH2:7][CH2:8][CH2:9][CH2:10][CH2:11][Br:12].[C:13]1([Li])[CH:18]=[CH:17][CH:16]=[CH:15][CH:14]=1, predict the reaction product. The product is: [Br:12][CH2:11][CH2:10][CH2:9][CH2:8][CH2:7][CH2:6][CH2:5][CH2:4][CH2:3][CH2:2][C:13]1[CH:18]=[CH:17][CH:16]=[CH:15][CH:14]=1. (4) The product is: [O:33]=[C:18]1[C:17]2[C:22](=[C:13]([NH:12][S:8]([C:4]3[CH:3]=[N:2][CH:7]=[CH:6][CH:5]=3)(=[O:10])=[O:9])[CH:14]=[CH:15][CH:16]=2)[O:21][C:20]([C:23]2[CH:28]=[CH:27][CH:26]=[CH:25][C:24]=2[C:29]([F:32])([F:30])[F:31])=[CH:19]1. Given the reactants Cl.[N:2]1[CH:7]=[CH:6][CH:5]=[C:4]([S:8](Cl)(=[O:10])=[O:9])[CH:3]=1.[NH2:12][C:13]1[CH:14]=[CH:15][CH:16]=[C:17]2[C:22]=1[O:21][C:20]([C:23]1[CH:28]=[CH:27][CH:26]=[CH:25][C:24]=1[C:29]([F:32])([F:31])[F:30])=[CH:19][C:18]2=[O:33], predict the reaction product. (5) The product is: [CH:37]1([OH:40])[C:31]2([CH2:36][CH2:35][CH2:34][CH2:33][CH2:32]2)[CH2:20][CH2:21][CH2:22][O:19]1. Given the reactants C([Mg]Br)C.C1(C=NC2CCCCC2)CCCCC1.[O:19]1[CH2:22][CH2:21][CH2:20]1.C1(N=C[C:31]2([CH:37]([OH:40])CC)[CH2:36][CH2:35][CH2:34][CH2:33][CH2:32]2)CCCCC1, predict the reaction product. (6) Given the reactants P(Br)(Br)[Br:2].C1CCC(C2(CN3N=CN=C3)CCN(C([C@H](NC([C@@H:31]3[NH:40][CH2:39][C:38]4[C:33](=[CH:34][CH:35]=[CH:36][CH:37]=4)[CH2:32]3)=O)CC3C=CC(Cl)=CC=3)=O)CC2)CC1.[CH2:47](Br)[CH:48]=[CH2:49].CCN(C(C)C)C(C)C, predict the reaction product. The product is: [BrH:2].[CH2:49]([N:40]1[CH2:31][CH2:32][CH:33]2[C:38](=[CH:37][CH:36]=[CH:35][CH2:34]2)[CH2:39]1)[CH:48]=[CH2:47]. (7) Given the reactants [Li+].C[Si]([N-][Si](C)(C)C)(C)C.[CH:11]1[C:20]2[C:15](=[CH:16][CH:17]=[CH:18][CH:19]=2)[CH:14]=[CH:13][CH:12]=1.[CH3:21][NH:22][CH3:23].[CH2:24]1[CH2:28][O:27][CH2:26][CH2:25]1, predict the reaction product. The product is: [CH3:21][N:22]([CH3:23])[C:19]1[CH:20]=[C:15]2[C:16](=[CH:17][CH:18]=1)[C:24]([C:28]1[CH:19]=[CH:20][CH:11]=[CH:12][CH:13]=1)=[C:25]1[C:26](=[O:27])[CH2:11][CH2:12][C:13]1=[CH:14]2. (8) Given the reactants [NH2:1][C:2]1[CH:3]=[CH:4][C:5]([Cl:19])=[C:6]2[C:10]=1[N:9]([CH2:11][O:12][CH3:13])[C:8]([C:14]([O:16][CH2:17][CH3:18])=[O:15])=[CH:7]2.[S:20]1[CH:24]=[CH:23][CH:22]=[C:21]1[S:25](Cl)(=[O:27])=[O:26], predict the reaction product. The product is: [Cl:19][C:5]1[CH:4]=[CH:3][C:2]([NH:1][S:25]([C:21]2[S:20][CH:24]=[CH:23][CH:22]=2)(=[O:27])=[O:26])=[C:10]2[C:6]=1[CH:7]=[C:8]([C:14]([O:16][CH2:17][CH3:18])=[O:15])[N:9]2[CH2:11][O:12][CH3:13]. (9) Given the reactants [NH2:1][C:2]1[N:7]=[C:6](Cl)[C:5]([C:9]#[N:10])=[C:4]([C:11]2[CH:16]=[CH:15][CH:14]=[CH:13][CH:12]=2)[N:3]=1.[CH:17](/B(O)O)=[CH:18]\[C:19]1[CH:24]=[CH:23][CH:22]=[CH:21][CH:20]=1.C(=O)([O-])[O-].[Na+].[Na+], predict the reaction product. The product is: [NH2:1][C:2]1[N:3]=[C:4]([C:11]2[CH:16]=[CH:15][CH:14]=[CH:13][CH:12]=2)[C:5]([C:9]#[N:10])=[C:6](/[CH:17]=[CH:18]/[C:19]2[CH:24]=[CH:23][CH:22]=[CH:21][CH:20]=2)[N:7]=1. (10) Given the reactants [CH3:1][CH:2]([C:4]1[N:8]([CH2:9][CH2:10][C@@H:11]([OH:19])[CH2:12][C@@H:13]([OH:18])[CH2:14][C:15]([O-:17])=[O:16])[C:7]([C:20]2[CH:21]=[CH:22][C:23]([F:26])=[CH:24][CH:25]=2)=[C:6]([C:27]2[CH:28]=[CH:29][CH:30]=[CH:31][CH:32]=2)[C:5]=1[C:33]([NH:35][C:36]1[CH:37]=[CH:38][CH:39]=[CH:40][CH:41]=1)=[O:34])[CH3:3].[CH3:42][CH:43]([C:45]1[N:49]([CH2:50][CH2:51][C@@H:52]([OH:60])[CH2:53][C@@H:54]([OH:59])[CH2:55][C:56]([O-:58])=[O:57])[C:48]([C:61]2[CH:62]=[CH:63][C:64]([F:67])=[CH:65][CH:66]=2)=[C:47]([C:68]2[CH:69]=[CH:70][CH:71]=[CH:72][CH:73]=2)[C:46]=1[C:74]([NH:76][C:77]1[CH:78]=[CH:79][CH:80]=[CH:81][CH:82]=1)=[O:75])[CH3:44].[Ca+2:83].C(OCC)(=[O:86])C.O, predict the reaction product. The product is: [CH3:3][CH:2]([C:4]1[N:8]([CH2:9][CH2:10][C@@H:11]([OH:19])[CH2:12][C@@H:13]([OH:18])[CH2:14][C:15]([O-:17])=[O:16])[C:7]([C:20]2[CH:21]=[CH:22][C:23]([F:26])=[CH:24][CH:25]=2)=[C:6]([C:27]2[CH:28]=[CH:29][CH:30]=[CH:31][CH:32]=2)[C:5]=1[C:33]([NH:35][C:36]1[CH:37]=[CH:38][CH:39]=[CH:40][CH:41]=1)=[O:34])[CH3:1].[CH3:44][CH:43]([C:45]1[N:49]([CH2:50][CH2:51][C@@H:52]([OH:60])[CH2:53][C@@H:54]([OH:59])[CH2:55][C:56]([O-:58])=[O:57])[C:48]([C:61]2[CH:62]=[CH:63][C:64]([F:67])=[CH:65][CH:66]=2)=[C:47]([C:68]2[CH:69]=[CH:70][CH:71]=[CH:72][CH:73]=2)[C:46]=1[C:74]([NH:76][C:77]1[CH:78]=[CH:79][CH:80]=[CH:81][CH:82]=1)=[O:75])[CH3:42].[CH3:15][CH:14]([OH:86])[CH2:13][OH:18].[Ca+2:83].